From a dataset of Forward reaction prediction with 1.9M reactions from USPTO patents (1976-2016). Predict the product of the given reaction. (1) Given the reactants [F:1][C:2]1[CH:7]=[CH:6][C:5]([C:8]2[CH:16]=[CH:15][C:11]([C:12]([OH:14])=O)=[CH:10][CH:9]=2)=[CH:4][CH:3]=1.CN(C(ON1N=NC2C=CC=NC1=2)=[N+](C)C)C.F[P-](F)(F)(F)(F)F.[CH3:41][N:42]([CH3:57])[CH2:43][CH2:44][N:45]([CH3:56])[C:46]1[S:47][C:48]2[CH:54]=[C:53]([NH2:55])[CH:52]=[CH:51][C:49]=2[N:50]=1.CCN(C(C)C)C(C)C, predict the reaction product. The product is: [CH3:41][N:42]([CH3:57])[CH2:43][CH2:44][N:45]([CH3:56])[C:46]1[S:47][C:48]2[CH:54]=[C:53]([NH:55][C:12]([C:11]3[CH:10]=[CH:9][C:8]([C:5]4[CH:4]=[CH:3][C:2]([F:1])=[CH:7][CH:6]=4)=[CH:16][CH:15]=3)=[O:14])[CH:52]=[CH:51][C:49]=2[N:50]=1. (2) The product is: [ClH:38].[ClH:62].[ClH:38].[Cl:54][C:41]1[CH:42]=[C:43]([C:2]2[CH:3]=[C:4]3[C:9](=[CH:10][CH:11]=2)[N:8]=[CH:7][C:6]([C:12]([CH:14]2[CH2:16][CH2:15]2)=[O:13])=[C:5]3[NH:17][C:18]2[CH:23]=[N:22][C:21]([N:24]3[CH2:28][CH2:27][CH:26]([NH:29][CH3:37])[CH2:25]3)=[CH:20][CH:19]=2)[CH:44]=[C:39]([F:66])[C:40]=1[OH:55]. Given the reactants Br[C:2]1[CH:3]=[C:4]2[C:9](=[CH:10][CH:11]=1)[N:8]=[CH:7][C:6]([C:12]([CH:14]1[CH2:16][CH2:15]1)=[O:13])=[C:5]2[NH:17][C:18]1[CH:19]=[CH:20][C:21]([N:24]2[CH2:28][CH2:27][CH:26]([N:29]([CH3:37])C(=O)OC(C)(C)C)[CH2:25]2)=[N:22][CH:23]=1.[Cl:38][C:39]1[CH:44]=[C:43](B2OC(C)(C)C(C)(C)O2)[CH:42]=[C:41]([Cl:54])[C:40]=1[OH:55].C([O-])([O-])=O.[Cs+].[Cs+].[ClH:62].C(O)(C(F)(F)[F:66])=O, predict the reaction product. (3) Given the reactants [F:1][CH:2]([F:28])[C:3]1[N:8]2[N:9]=[CH:10][C:11]([C:12]([OH:14])=O)=[C:7]2[N:6]=[C:5]([C:15]2[CH:20]=[CH:19][C:18]([C:21]([F:24])([F:23])[F:22])=[C:17]([O:25][CH2:26][CH3:27])[CH:16]=2)[CH:4]=1.[NH2:29][C:30]1[CH:31]=[C:32]([S:36]([NH:39][CH:40]2[CH2:42][CH2:41]2)(=[O:38])=[O:37])[CH:33]=[CH:34][CH:35]=1, predict the reaction product. The product is: [CH:40]1([NH:39][S:36]([C:32]2[CH:31]=[C:30]([NH:29][C:12]([C:11]3[CH:10]=[N:9][N:8]4[C:3]([CH:2]([F:1])[F:28])=[CH:4][C:5]([C:15]5[CH:20]=[CH:19][C:18]([C:21]([F:24])([F:22])[F:23])=[C:17]([O:25][CH2:26][CH3:27])[CH:16]=5)=[N:6][C:7]=34)=[O:14])[CH:35]=[CH:34][CH:33]=2)(=[O:38])=[O:37])[CH2:42][CH2:41]1. (4) Given the reactants [BH4-].[Li+].C[O:4][C:5]([C@@H:7]1[C@@H:11]([O:12][CH3:13])[CH2:10][N:9]([C:14]([O:16][C:17]([CH3:20])([CH3:19])[CH3:18])=[O:15])[CH2:8]1)=O, predict the reaction product. The product is: [C:17]([O:16][C:14]([N:9]1[CH2:10][C@H:11]([O:12][CH3:13])[C@@H:7]([CH2:5][OH:4])[CH2:8]1)=[O:15])([CH3:20])([CH3:19])[CH3:18]. (5) Given the reactants C1(C[N:8]2[CH2:13][CH2:12][CH:11]([N:14]3[C:18]4[CH:19]=[N:20][C:21]5[CH:22]=[CH:23][CH:24]=[CH:25][C:26]=5[C:17]=4[NH:16][C:15]3=[O:27])[CH2:10][CH2:9]2)C=CC=CC=1, predict the reaction product. The product is: [NH:8]1[CH2:9][CH2:10][CH:11]([N:14]2[C:18]3[CH:19]=[N:20][C:21]4[CH:22]=[CH:23][CH:24]=[CH:25][C:26]=4[C:17]=3[NH:16][C:15]2=[O:27])[CH2:12][CH2:13]1.